Dataset: Forward reaction prediction with 1.9M reactions from USPTO patents (1976-2016). Task: Predict the product of the given reaction. (1) Given the reactants [CH3:1][C:2]1[C:11]([CH3:12])=[CH:10][C:5]2[N:6]=[C:7]([SH:9])[NH:8][C:4]=2[CH:3]=1.C(N(CC)CC)C.Br[CH2:21][C:22]1[CH:29]=[CH:28][CH:27]=[CH:26][C:23]=1[C:24]#[N:25].O, predict the reaction product. The product is: [CH3:12][C:11]1[C:2]([CH3:1])=[CH:3][C:4]2[N:8]=[C:7]([S:9][CH2:21][C:22]3[CH:29]=[CH:28][CH:27]=[CH:26][C:23]=3[C:24]#[N:25])[NH:6][C:5]=2[CH:10]=1. (2) Given the reactants C(OC(N1C(C=CC2C=C(C)C=CC=2)CCC1C(N1CCC[C@H]1C#N)=O)=O)(C)(C)C.C(OC([N:38]1[CH:42]([CH:43]=[CH:44][C:45]2[CH:50]=[CH:49][C:48]([Cl:51])=[CH:47][CH:46]=2)[CH2:41][CH2:40][CH:39]1[C:52]([N:54]1[CH2:58][CH2:57][CH2:56][C@H:55]1[C:59]#[N:60])=[O:53])=O)(C)(C)C, predict the reaction product. The product is: [Cl:51][C:48]1[CH:49]=[CH:50][C:45]([CH2:44][CH2:43][CH:42]2[NH:38][C@H:39]([C:52]([N:54]3[CH2:58][CH2:57][CH2:56][C@H:55]3[C:59]#[N:60])=[O:53])[CH2:40][CH2:41]2)=[CH:46][CH:47]=1. (3) Given the reactants [CH2:1]([O:3][C:4]([C:6]1[CH:10]=[C:9]([C:11]2[CH:16]=[CH:15][N:14]=[C:13](Cl)[CH:12]=2)[NH:8][C:7]=1[NH2:18])=[O:5])[CH3:2].CC1(C)C(C)(C)OB(/[CH:27]=[CH:28]/[C:29]2[CH:30]=[N:31][CH:32]=[CH:33][CH:34]=2)O1.C([O-])([O-])=O.[Na+].[Na+], predict the reaction product. The product is: [CH2:1]([O:3][C:4]([C:6]1[CH:10]=[C:9]([C:11]2[CH:16]=[CH:15][N:14]=[C:13](/[CH:27]=[CH:28]/[C:29]3[CH:30]=[N:31][CH:32]=[CH:33][CH:34]=3)[CH:12]=2)[NH:8][C:7]=1[NH2:18])=[O:5])[CH3:2]. (4) Given the reactants O[CH2:2][CH2:3][NH:4][CH2:5][C:6]([NH:8][C:9]1[CH:14]=[CH:13][CH:12]=[CH:11][CH:10]=1)=[O:7].C(P(CCCC)CCCC)CCC, predict the reaction product. The product is: [C:9]1([N:8]2[CH2:2][CH2:3][NH:4][CH2:5][C:6]2=[O:7])[CH:14]=[CH:13][CH:12]=[CH:11][CH:10]=1. (5) Given the reactants [Br:1][C:2]1[CH:3]=[CH:4][C:5]([O:19][CH3:20])=[C:6]([NH:8][S:9]([C:12]2[CH:17]=[CH:16][C:15](I)=[CH:14][CH:13]=2)(=[O:11])=[O:10])[CH:7]=1.[S:21]1[CH:25]=[CH:24][CH:23]=[C:22]1B(O)O, predict the reaction product. The product is: [Br:1][C:2]1[CH:3]=[CH:4][C:5]([O:19][CH3:20])=[C:6]([NH:8][S:9]([C:12]2[CH:17]=[CH:16][C:15]([C:22]3[S:21][CH:25]=[CH:24][CH:23]=3)=[CH:14][CH:13]=2)(=[O:11])=[O:10])[CH:7]=1. (6) Given the reactants [Cl:1][C:2]1[CH:7]=[C:6]([NH:8][CH2:9][CH3:10])[C:5]([N+:11]([O-])=O)=[CH:4][N:3]=1, predict the reaction product. The product is: [NH2:11][C:5]1[C:6]([NH:8][CH2:9][CH3:10])=[CH:7][C:2]([Cl:1])=[N:3][CH:4]=1.